Task: Predict which catalyst facilitates the given reaction.. Dataset: Catalyst prediction with 721,799 reactions and 888 catalyst types from USPTO (1) Reactant: FC(F)(F)S(O[C:7]1[C:16]2[C:11](=[CH:12][CH:13]=[CH:14][CH:15]=2)[CH:10]=[C:9]([O:17][CH3:18])[CH:8]=1)(=O)=O.[C:21]1([C:27]2[S:31][C:30](B(O)O)=[CH:29][CH:28]=2)[CH:26]=[CH:25][CH:24]=[CH:23][CH:22]=1.C(=O)([O-])[O-].[Na+].[Na+].O. Product: [CH3:18][O:17][C:9]1[CH:8]=[C:7]([C:30]2[S:31][C:27]([C:21]3[CH:22]=[CH:23][CH:24]=[CH:25][CH:26]=3)=[CH:28][CH:29]=2)[C:16]2[C:11]([CH:10]=1)=[CH:12][CH:13]=[CH:14][CH:15]=2. The catalyst class is: 335. (2) Reactant: [CH2:1]([O:3][CH:4]([O:22][CH2:23][CH3:24])[C:5]1[CH:21]=[CH:20][C:8]([CH2:9][NH:10][CH2:11][CH2:12][CH2:13][N:14]2[CH2:19][CH2:18][O:17][CH2:16][CH2:15]2)=[CH:7][CH:6]=1)[CH3:2].C(N(CC)CC)C.[C:32]1([C@@H:42]([N:44]=[C:45]=[O:46])[CH3:43])[C:41]2[C:36](=[CH:37][CH:38]=[CH:39][CH:40]=2)[CH:35]=[CH:34][CH:33]=1. Product: [CH2:1]([O:3][CH:4]([O:22][CH2:23][CH3:24])[C:5]1[CH:6]=[CH:7][C:8]([CH2:9][N:10]([CH2:11][CH2:12][CH2:13][N:14]2[CH2:19][CH2:18][O:17][CH2:16][CH2:15]2)[C:45]([NH:44][C@H:42]([C:32]2[C:41]3[C:36](=[CH:37][CH:38]=[CH:39][CH:40]=3)[CH:35]=[CH:34][CH:33]=2)[CH3:43])=[O:46])=[CH:20][CH:21]=1)[CH3:2]. The catalyst class is: 13. (3) Reactant: [F:1][C:2]1[CH:3]=[C:4]([N+:9]([O-:11])=[O:10])[CH:5]=[CH:6][C:7]=1F.[Cl:12][C:13]1[CH:18]=[CH:17][C:16]([Cl:19])=[CH:15][C:14]=1[OH:20].C(=O)([O-])[O-].[K+].[K+]. Product: [Cl:12][C:13]1[CH:18]=[CH:17][C:16]([Cl:19])=[CH:15][C:14]=1[O:20][C:7]1[CH:6]=[CH:5][C:4]([N+:9]([O-:11])=[O:10])=[CH:3][C:2]=1[F:1]. The catalyst class is: 3.